Dataset: Forward reaction prediction with 1.9M reactions from USPTO patents (1976-2016). Task: Predict the product of the given reaction. Given the reactants [NH2:1][CH2:2][CH2:3][CH2:4][OH:5].[O-]S([O-])(=O)=O.[Mg+2].[C:12]1([CH3:18])[CH:17]=CC=C[CH:13]=1, predict the reaction product. The product is: [CH:12]([CH:18]1[NH:1][CH2:2][CH2:3][CH2:4][O:5]1)([CH3:17])[CH3:13].